From a dataset of Forward reaction prediction with 1.9M reactions from USPTO patents (1976-2016). Predict the product of the given reaction. Given the reactants [CH3:1][C:2]([CH3:35])([CH2:12][N:13]1[C:17]2[CH:18]=[CH:19][CH:20]=[CH:21][C:16]=2[N:15]=[C:14]1[CH2:22][N:23]([CH3:34])[CH:24]1[C:33]2[N:32]=[CH:31][CH:30]=[CH:29][C:28]=2[CH2:27][CH2:26][CH2:25]1)[CH2:3][NH:4]C(=O)OC(C)(C)C.N1CC(CN2C3C=CC=CC=3N=C2CN(C)C2C3N=CC=CC=3CCC2)C1, predict the reaction product. The product is: [NH2:4][CH2:3][C:2]([CH3:35])([CH3:1])[CH2:12][N:13]1[C:17]2[CH:18]=[CH:19][CH:20]=[CH:21][C:16]=2[N:15]=[C:14]1[CH2:22][N:23]([CH3:34])[CH:24]1[C:33]2[N:32]=[CH:31][CH:30]=[CH:29][C:28]=2[CH2:27][CH2:26][CH2:25]1.